This data is from Forward reaction prediction with 1.9M reactions from USPTO patents (1976-2016). The task is: Predict the product of the given reaction. (1) Given the reactants [C:1]([O:5][C:6](=[O:38])[CH2:7][O:8][CH2:9][CH2:10][O:11][CH2:12][CH2:13][O:14][CH2:15][CH2:16][O:17][CH2:18][CH2:19][O:20][CH2:21][CH2:22][O:23][CH2:24][CH2:25][O:26][CH2:27][CH2:28][CH2:29][CH2:30][CH2:31]CCCCC=C)([CH3:4])([CH3:3])[CH3:2].C[OH:40].Cl.Cl.N([C:51]([CH3:56])(C)C(N)=N)=NC(C)(C)C(N)=N.[S:57]1[CH:61]=[CH:60][CH:59]=[C:58]1[CH2:62][C:63](O)=O, predict the reaction product. The product is: [C:1]([O:5][C:6](=[O:38])[CH2:7][O:8][CH2:9][CH2:10][O:11][CH2:12][CH2:13][O:14][CH2:15][CH2:16][O:17][CH2:18][CH2:19][O:20][CH2:21][CH2:22][O:23][CH2:24][CH2:25][O:26][CH2:27][CH2:28][CH2:29][CH2:30][CH2:31][CH2:63][CH2:62][CH2:58][CH2:59][CH2:60][CH2:61][S:57][C:51](=[O:40])[CH3:56])([CH3:2])([CH3:3])[CH3:4]. (2) Given the reactants NS(N)(=O)=O.Cl[CH2:7][CH2:8][S:9]([N:12]1[CH2:17][CH2:16][CH:15]([C:18]2[C:26]3[C:21](=[C:22]([C:32]([NH2:34])=[O:33])[CH:23]=[C:24]([C:27]4[CH:31]=[CH:30][S:29][CH:28]=4)[CH:25]=3)[NH:20][CH:19]=2)[CH2:14][CH2:13]1)(=[O:11])=[O:10].[NH2:35][CH:36]1[CH2:41][CH2:40][CH:39]([OH:42])[CH2:38][CH2:37]1.C([O-])([O-])=O.[K+].[K+].[Na+].[I-], predict the reaction product. The product is: [OH:42][CH:39]1[CH2:40][CH2:41][CH:36]([NH:35][CH2:7][CH2:8][S:9]([N:12]2[CH2:17][CH2:16][CH:15]([C:18]3[C:26]4[C:21](=[C:22]([C:32]([NH2:34])=[O:33])[CH:23]=[C:24]([C:27]5[CH:31]=[CH:30][S:29][CH:28]=5)[CH:25]=4)[NH:20][CH:19]=3)[CH2:14][CH2:13]2)(=[O:11])=[O:10])[CH2:37][CH2:38]1. (3) The product is: [CH3:1][N:2]1[C:10]2[C:5](=[CH:6][C:7]([NH2:11])=[CH:8][CH:9]=2)[CH:4]=[N:3]1. Given the reactants [CH3:1][N:2]1[C:10]2[C:5](=[CH:6][C:7]([N+:11]([O-])=O)=[CH:8][CH:9]=2)[CH:4]=[N:3]1.[H][H], predict the reaction product.